This data is from Reaction yield outcomes from USPTO patents with 853,638 reactions. The task is: Predict the reaction yield, written as a fraction of the theoretical maximum amount of product (1.0 means a 100% yield; for example, 0.34 means a 34% yield). The reactants are [C:1](OC(=O)C)(=O)C.[Br:8][C:9]1[N:14]=[C:13]([Cl:15])[C:12]([NH2:16])=[C:11]([NH2:17])[CH:10]=1.C(OCC)(OCC)OCC.[OH-].[Na+]. The catalyst is C(O)(=O)C. The product is [Br:8][C:9]1[N:14]=[C:13]([Cl:15])[C:12]2[N:16]=[CH:1][NH:17][C:11]=2[CH:10]=1. The yield is 1.00.